This data is from Peptide-MHC class I binding affinity with 185,985 pairs from IEDB/IMGT. The task is: Regression. Given a peptide amino acid sequence and an MHC pseudo amino acid sequence, predict their binding affinity value. This is MHC class I binding data. (1) The peptide sequence is ALFPIIWAL. The MHC is HLA-A69:01 with pseudo-sequence HLA-A69:01. The binding affinity (normalized) is 0.419. (2) The peptide sequence is FPIPSSWAF. The MHC is HLA-B54:01 with pseudo-sequence HLA-B54:01. The binding affinity (normalized) is 0.570. (3) The peptide sequence is ALEQYGIENT. The MHC is HLA-A02:03 with pseudo-sequence HLA-A02:03. The binding affinity (normalized) is 0.290. (4) The peptide sequence is LEFFMMVLLI. The MHC is HLA-B40:01 with pseudo-sequence HLA-B40:01. The binding affinity (normalized) is 0.130. (5) The peptide sequence is HSNLNDTTY. The MHC is HLA-A69:01 with pseudo-sequence HLA-A69:01. The binding affinity (normalized) is 0.0847.